This data is from Full USPTO retrosynthesis dataset with 1.9M reactions from patents (1976-2016). The task is: Predict the reactants needed to synthesize the given product. (1) Given the product [CH:29]1([N:26]2[CH2:25][CH2:24][C:23]3[CH:33]=[CH:34][C:20]([NH:19][C:17]([C:14]4[CH:13]=[N:12][C:11]([O:36][CH:6]5[CH2:7][CH2:8][O:3][CH2:4][CH2:5]5)=[CH:16][N:15]=4)=[O:18])=[CH:21][C:22]=3[CH2:28][CH2:27]2)[CH2:32][CH2:31][CH2:30]1, predict the reactants needed to synthesize it. The reactants are: [H-].[Na+].[O:3]1[CH2:8][CH2:7][CH2:6][CH2:5][CH:4]1O.Cl[C:11]1[N:12]=[CH:13][C:14]([C:17]([NH:19][C:20]2[CH:34]=[CH:33][C:23]3[CH2:24][CH2:25][N:26]([CH:29]4[CH2:32][CH2:31][CH2:30]4)[CH2:27][CH2:28][C:22]=3[CH:21]=2)=[O:18])=[N:15][CH:16]=1.C[O:36]CCOC. (2) Given the product [CH3:1][C:2]1[C:6]([CH2:7][S:8][CH2:9][CH2:10][N:12]2[CH2:13][CH2:14][N:15]([C:18]3[CH:23]=[CH:22][CH:21]=[CH:20][C:19]=3[CH3:24])[CH2:16][CH2:17]2)=[C:5]([CH3:25])[O:4][N:3]=1, predict the reactants needed to synthesize it. The reactants are: [CH3:1][C:2]1[C:6]([CH2:7][S:8][CH2:9][C:10]([N:12]2[CH2:17][CH2:16][N:15]([C:18]3[CH:23]=[CH:22][CH:21]=[CH:20][C:19]=3[CH3:24])[CH2:14][CH2:13]2)=O)=[C:5]([CH3:25])[O:4][N:3]=1.[H-].[H-].[H-].[H-].[Li+].[Al+3]. (3) Given the product [Cl:7][C:8]1[C:13]([NH:14][N:15]=[C:3]([CH2:4][CH3:5])[CH2:2][CH3:1])=[CH:12][CH:11]=[CH:10][N:9]=1, predict the reactants needed to synthesize it. The reactants are: [CH3:1][CH2:2][C:3](=O)[CH2:4][CH3:5].[Cl:7][C:8]1[C:13]([NH:14][NH2:15])=[CH:12][CH:11]=[CH:10][N:9]=1.